Dataset: Retrosynthesis with 50K atom-mapped reactions and 10 reaction types from USPTO. Task: Predict the reactants needed to synthesize the given product. (1) Given the product FC(F)(F)Oc1cccc2c1CCN2, predict the reactants needed to synthesize it. The reactants are: FC(F)(F)Oc1cccc2[nH]ccc12. (2) Given the product CC(=O)N1CCN(c2ccc(Nc3cc(N[C@H]4CC[C@@H](O)CC4)c(C(N)=O)cn3)cc2)CC1, predict the reactants needed to synthesize it. The reactants are: CC(=O)N1CCN(c2ccc(N)cc2)CC1.NC(=O)c1cnc(Cl)cc1N[C@H]1CC[C@@H](O)CC1. (3) Given the product CCCCCCCCCCCCCCCCNc1ccc(CC(=O)O)cc1, predict the reactants needed to synthesize it. The reactants are: CCCCCCCCCCCCCCCCNc1ccc(CC(=O)OCC)cc1. (4) The reactants are: C1COCCN1.Cc1ccc2c(c1)ncn2-c1cccc(C(=O)O)c1. Given the product Cc1ccc2c(c1)ncn2-c1cccc(C(=O)N2CCOCC2)c1, predict the reactants needed to synthesize it. (5) Given the product CC(C)(C)OC(=O)N1C[C@@H](N2CCC(c3nc4cc(C(=O)O)ccc4o3)CC2)C[C@H]1C(=O)N1CCSC1, predict the reactants needed to synthesize it. The reactants are: CCOC(=O)c1ccc2oc(C3CCN([C@H]4C[C@@H](C(=O)N5CCSC5)N(C(=O)OC(C)(C)C)C4)CC3)nc2c1. (6) Given the product CCCC(C)c1ccc(C(=O)NCCc2ccc(CN3CCCC3)cc2)cc1, predict the reactants needed to synthesize it. The reactants are: CCCC(C)c1ccc(C(=O)O)cc1.NCCc1ccc(CN2CCCC2)cc1. (7) The reactants are: Clc1ncnc2[nH]ccc12.NC1(C(=O)NCc2ccc(Cl)c(-c3ccccc3)c2)CCNCC1. Given the product NC1(C(=O)NCc2ccc(Cl)c(-c3ccccc3)c2)CCN(c2ncnc3[nH]ccc23)CC1, predict the reactants needed to synthesize it. (8) The reactants are: O=[N+]([O-])c1cc(O)c(Cl)cc1F. Given the product Nc1cc(O)c(Cl)cc1F, predict the reactants needed to synthesize it. (9) The reactants are: O=C1Cc2c(Br)ccc3cccc1c23. Given the product OC1Cc2c(Br)ccc3cccc1c23, predict the reactants needed to synthesize it. (10) Given the product Clc1cc(Cl)nc(-n2cnc3ccccc32)n1, predict the reactants needed to synthesize it. The reactants are: Clc1cc(Cl)nc(Cl)n1.c1ccc2[nH]cnc2c1.